From a dataset of Experimentally validated miRNA-target interactions with 360,000+ pairs, plus equal number of negative samples. Binary Classification. Given a miRNA mature sequence and a target amino acid sequence, predict their likelihood of interaction. (1) The miRNA is hsa-miR-6841-3p with sequence ACCUUGCAUCUGCAUCCCCAG. The protein sequence of the target gene is MALRRLLLLLLLSLESLDLLPSVHGARGRAANRTLSAGGAAVGGRRAGGALARGGRELNGTARAPGIPEAGSRRGQPAAAVAAAASAAVTYETCWGYYDVSGQYDKEFECNNSESGYLYCCGTCYYRFCCKKRHEKLDQRQCTNYQSPVWVQTPSTKVVSPGPENKYDPEKDKTNFTVYITCGVIAFVIVAGVFAKVSYDKAHRPPREMNIHRALADILRQQGPIPIAHCERETISAIDTSPKENTPVRSSSKNHYTPVRTAKQTPEKPRMNNILTSATEPYDLSFSRSFQNLAHLPPSY.... Result: 1 (interaction). (2) The miRNA is hsa-miR-6732-5p with sequence UAGGGGGUGGCAGGCUGGCC. The protein sequence of the target gene is MTSPAKFKKDKEIIAEYDTQVKEIRAQLTEQMKCLDQQCELRVQLLQDLQDFFRKKAEIEMDYSRNLEKLAERFLAKTRSTKDQQFKKDQNVLSPVNCWNLLLNQVKRESRDHTTLSDIYLNNIIPRFVQVSEDSGRLFKKSKEVGQQLQDDLMKVLNELYSVMKTYHMYNADSISAQSKLKEAEKQEEKQIGKSVKQEDRQTPRSPDSTANVRIEEKHVRRSSVKKIEKMKEKRQAKYTENKLKAIKARNEYLLALEATNASVFKYYIHDLSDIIDQCCDLGYHASLNRALRTFLSAEL.... Result: 0 (no interaction). (3) The protein sequence of the target gene is MHLLGFFSVACSLLAAALLPGPREAPAAAAAFESGLDLSDAEPDAGEATAYASKDLEEQLRSVSSVDELMTVLYPEYWKMYKCQLRKGGWQHNREQANLNSRTEETIKFAAAHYNTEILKSIDNEWRKTQCMPREVCIDVGKEFGVATNTFFKPPCVSVYRCGGCCNSEGLQCMNTSTSYLSKTLFEITVPLSQGPKPVTISFANHTSCRCMSKLDVYRQVHSIIRRSLPATLPQCQAANKTCPTNYMWNNHICRCLAQEDFMFSSDAGDDSTDGFHDICGPNKELDEETCQCVCRAGLR.... The miRNA is hsa-miR-4697-3p with sequence UGUCAGUGACUCCUGCCCCUUGGU. Result: 0 (no interaction). (4) The miRNA is hsa-miR-4447 with sequence GGUGGGGGCUGUUGUUU. The protein sequence of the target gene is MSSAPRRPAKGADSFCTPEPESLGPGTPGFPEQEEDELHRTLGVERFEEILQEAGSRGGEEPGRSYGEEDFEYHRQSSHHIHHPLSTHLPPDARRRKTPQGPGRKPRRRPGASPTGETPTIEEGEEDEDEASEAEGARALTQPSPVSTPSSVQFFLQEDDSADRKAERTSPSSPAPLPHQEATPRASKGAQAGTQVEEAEAEAVAVASGTAGGDDGGASGRPLPKAQPGHRSYNLQERRRIGSMTGAEQALLPRVPTDEIEAQTLATADLDLMKSHRFEDVPGVRRHLVRKNAKGSTQSG.... Result: 1 (interaction).